This data is from Reaction yield outcomes from USPTO patents with 853,638 reactions. The task is: Predict the reaction yield, written as a fraction of the theoretical maximum amount of product (1.0 means a 100% yield; for example, 0.34 means a 34% yield). (1) The catalyst is C(Cl)Cl.CC(O)C. The yield is 0.680. The product is [F:32][C:26]1[CH:27]=[CH:28][CH:29]=[C:30]([F:31])[C:25]=1[NH:24][C:22](=[O:23])[C:21]1[CH:33]=[C:17]([C:9]2[N:10]=[C:11]3[CH:16]=[CH:15][CH:14]=[CH:13][N:12]3[C:8]=2[C:6]2[CH:5]=[CH:4][N:3]=[C:2]([NH:40][C:39]3[CH:41]=[CH:42][C:43]([CH2:45][CH2:46][N:47]4[CH2:48][CH2:49][N:50]([CH3:53])[CH2:51][CH2:52]4)=[CH:44][C:38]=3[O:37][CH3:36])[N:7]=2)[CH:18]=[CH:19][C:20]=1[O:34][CH3:35]. The reactants are Cl[C:2]1[N:7]=[C:6]([C:8]2[N:12]3[CH:13]=[CH:14][CH:15]=[CH:16][C:11]3=[N:10][C:9]=2[C:17]2[CH:18]=[CH:19][C:20]([O:34][CH3:35])=[C:21]([CH:33]=2)[C:22]([NH:24][C:25]2[C:30]([F:31])=[CH:29][CH:28]=[CH:27][C:26]=2[F:32])=[O:23])[CH:5]=[CH:4][N:3]=1.[CH3:36][O:37][C:38]1[CH:44]=[C:43]([CH2:45][CH2:46][N:47]2[CH2:52][CH2:51][N:50]([CH3:53])[CH2:49][CH2:48]2)[CH:42]=[CH:41][C:39]=1[NH2:40].C1(C)C=CC(S(O)(=O)=O)=CC=1.C[O-].[Na+]. (2) The reactants are CCCCCC.[H-].[Na+].[Br:9][C:10]1[C:15]([CH3:16])=[CH:14][C:13]([OH:17])=[CH:12][C:11]=1[CH3:18].[CH3:19][O:20][CH2:21]Cl. The catalyst is O1CCCC1.[OH-].[Na+]. The product is [Br:9][C:10]1[C:15]([CH3:16])=[CH:14][C:13]([O:17][CH2:19][O:20][CH3:21])=[CH:12][C:11]=1[CH3:18]. The yield is 0.740. (3) The reactants are Cl[CH2:2][CH2:3][CH2:4][CH2:5][O:6][C:7]1[CH:12]=[CH:11][C:10]([C:13]2([CH2:19][NH:20][C:21]3[CH:26]=[CH:25][CH:24]=[CH:23][N:22]=3)[CH2:18][CH2:17][O:16][CH2:15][CH2:14]2)=[CH:9][CH:8]=1.[NH:27]1[CH2:31][CH2:30][CH2:29][CH2:28]1.C(=O)([O-])[O-].[Na+].[Na+].[I-].[Na+]. The catalyst is C(O)CCC. The product is [N:27]1([CH2:2][CH2:3][CH2:4][CH2:5][O:6][C:7]2[CH:12]=[CH:11][C:10]([C:13]3([CH2:19][NH:20][C:21]4[CH:26]=[CH:25][CH:24]=[CH:23][N:22]=4)[CH2:18][CH2:17][O:16][CH2:15][CH2:14]3)=[CH:9][CH:8]=2)[CH2:31][CH2:30][CH2:29][CH2:28]1. The yield is 0.290. (4) The reactants are [CH2:1]([NH:3][C:4]([C:6]1[CH:11]=[CH:10][C:9]([N:12]2[CH:16]=[C:15]([C:17]([O:19]CC)=O)[N:14]=[N:13]2)=[C:8]([OH:22])[CH:7]=1)=[O:5])[CH3:2].[CH:23]1([NH2:26])[CH2:25][CH2:24]1.C1C=CC2N(O)N=NC=2C=1.CCN=C=NCCCN(C)C.Cl. The catalyst is CN(C=O)C.O.C(N(CC)CC)C. The product is [CH:23]1([NH:26][C:17]([C:15]2[N:14]=[N:13][N:12]([C:9]3[CH:10]=[CH:11][C:6]([C:4]([NH:3][CH2:1][CH3:2])=[O:5])=[CH:7][C:8]=3[OH:22])[CH:16]=2)=[O:19])[CH2:25][CH2:24]1. The yield is 0.590. (5) The reactants are [NH:1]1[CH2:6][CH2:5][O:4][CH2:3][CH2:2]1.C(N(C(C)C)CC)(C)C.[Br:16][CH2:17][C:18](Br)=[O:19]. The catalyst is C(Cl)Cl.CCOC(C)=O. The product is [Br:16][CH2:17][C:18]([N:1]1[CH2:6][CH2:5][O:4][CH2:3][CH2:2]1)=[O:19]. The yield is 0.620. (6) The reactants are C(OC[N:10]1[C:14]2[CH:15]=[N:16][NH:17][C:18](=[O:19])[C:13]=2[C:12]([CH2:20][C:21]2[CH:22]=[N:23][C:24]([O:27][CH3:28])=[CH:25][CH:26]=2)=[C:11]1[C:29]1[CH:34]=[CH:33][C:32]([O:35][CH:36]([F:38])[F:37])=[C:31]([O:39][CH:40]2[CH2:42][CH2:41]2)[CH:30]=1)C1C=CC=CC=1.C(OCN1C2C=NNC(=O)C=2C(CC2C=CC=CC=2F)=C1C1C=CC(OC(F)F)=C(OC2CC2)C=1)C1C=CC=CC=1. No catalyst specified. The product is [CH:40]1([O:39][C:31]2[CH:30]=[C:29]([C:11]3[NH:10][C:14]4[CH:15]=[N:16][NH:17][C:18](=[O:19])[C:13]=4[C:12]=3[CH2:20][C:21]3[CH:22]=[N:23][C:24]([O:27][CH3:28])=[CH:25][CH:26]=3)[CH:34]=[CH:33][C:32]=2[O:35][CH:36]([F:38])[F:37])[CH2:42][CH2:41]1. The yield is 0.690.